Dataset: Forward reaction prediction with 1.9M reactions from USPTO patents (1976-2016). Task: Predict the product of the given reaction. (1) Given the reactants [CH2:1]([CH:8]1[CH2:13][CH2:12][NH:11][CH2:10][CH2:9]1)[C:2]1[CH:7]=[CH:6][CH:5]=[CH:4][CH:3]=1.[C:14]1([C:20]2[CH:25]=[CH:24][C:23]([N:26]=[C:27]=[O:28])=[CH:22][CH:21]=2)C=CC=CC=1, predict the reaction product. The product is: [C:20]1([CH3:14])[CH:25]=[CH:24][C:23]([NH:26][C:27]([N:11]2[CH2:12][CH2:13][CH:8]([CH2:1][C:2]3[CH:7]=[CH:6][CH:5]=[CH:4][CH:3]=3)[CH2:9][CH2:10]2)=[O:28])=[CH:22][CH:21]=1. (2) The product is: [Br:1][C:2]1[N:7]=[CH:6][C:5]2[C:8]([I:11])=[N:9][N:10]([CH:15]([CH3:17])[CH3:16])[C:4]=2[CH:3]=1. Given the reactants [Br:1][C:2]1[N:7]=[CH:6][C:5]2[C:8]([I:11])=[N:9][NH:10][C:4]=2[CH:3]=1.[H-].[Na+].I[CH:15]([CH3:17])[CH3:16], predict the reaction product.